Dataset: Catalyst prediction with 721,799 reactions and 888 catalyst types from USPTO. Task: Predict which catalyst facilitates the given reaction. (1) Reactant: [OH:1][C:2]1[C:11]2[NH:10][C:9](=[O:12])[CH2:8][O:7][C:6]=2[CH:5]=[CH:4][CH:3]=1.C([O-])([O-])=O.[K+].[K+].Br[CH2:20][C:21]([O:23][CH2:24][CH3:25])=[O:22]. Product: [O:12]=[C:9]1[CH2:8][O:7][C:6]2[CH:5]=[CH:4][CH:3]=[C:2]([O:1][CH2:20][C:21]([O:23][CH2:24][CH3:25])=[O:22])[C:11]=2[NH:10]1. The catalyst class is: 3. (2) The catalyst class is: 21. Product: [CH2:20]([O:8][C:5]1[CH:6]=[CH:7][C:2]([CH3:1])=[CH:3][C:4]=1[N+:9]([O-:11])=[O:10])[CH:19]=[CH2:18]. Reactant: [CH3:1][C:2]1[CH:7]=[CH:6][C:5]([OH:8])=[C:4]([N+:9]([O-:11])=[O:10])[CH:3]=1.C([O-])([O-])=O.[K+].[K+].[CH2:18](Br)[CH:19]=[CH2:20]. (3) Reactant: [BH4-].[Na+].[F:3][C:4]([F:43])([F:42])[C:5]1[CH:6]=[C:7]([CH:35]=[C:36]([C:38]([F:41])([F:40])[F:39])[CH:37]=1)[CH2:8][N:9]([CH2:14][C:15]1[CH:20]=[C:19]([C:21]([F:24])([F:23])[F:22])[CH:18]=[CH:17][C:16]=1[C:25]1[CH:30]=[C:29]([CH:31]=[O:32])[CH:28]=[CH:27][C:26]=1[O:33][CH3:34])[C:10](=[O:13])[O:11][CH3:12]. Product: [F:3][C:4]([F:42])([F:43])[C:5]1[CH:6]=[C:7]([CH:35]=[C:36]([C:38]([F:40])([F:39])[F:41])[CH:37]=1)[CH2:8][N:9]([CH2:14][C:15]1[CH:20]=[C:19]([C:21]([F:24])([F:23])[F:22])[CH:18]=[CH:17][C:16]=1[C:25]1[CH:30]=[C:29]([CH2:31][OH:32])[CH:28]=[CH:27][C:26]=1[O:33][CH3:34])[C:10](=[O:13])[O:11][CH3:12]. The catalyst class is: 5. (4) Reactant: [Cl:1][C:2]1[CH:7]=[CH:6][C:5]([C:8]([CH3:13])([CH3:12])[C:9]([OH:11])=[O:10])=[CH:4][C:3]=1[N+:14]([O-])=O.[H][H]. Product: [ClH:1].[NH2:14][C:3]1[CH:4]=[C:5]([C:8]([CH3:13])([CH3:12])[C:9]([OH:11])=[O:10])[CH:6]=[CH:7][CH:2]=1. The catalyst class is: 129. (5) Product: [CH3:38][O:37][C:30]1[CH:31]=[C:32]([O:35][CH3:36])[CH:33]=[CH:34][C:29]=1[CH2:28][N:24]1[CH2:23][CH:22]([CH:20]([N:12]2[CH:13]=[C:9]([B:4]3[O:5][C:6]([CH3:7])([CH3:8])[C:2]([CH3:14])([CH3:1])[O:3]3)[CH:10]=[N:11]2)[CH3:21])[CH2:26][C:25]1=[O:27]. Reactant: [CH3:1][C:2]1([CH3:14])[C:6]([CH3:8])([CH3:7])[O:5][B:4]([C:9]2[CH:10]=[N:11][NH:12][CH:13]=2)[O:3]1.CS(O[CH:20]([CH:22]1[CH2:26][C:25](=[O:27])[N:24]([CH2:28][C:29]2[CH:34]=[CH:33][C:32]([O:35][CH3:36])=[CH:31][C:30]=2[O:37][CH3:38])[CH2:23]1)[CH3:21])(=O)=O.[Na+].[I-].C([O-])([O-])=O.[K+].[K+]. The catalyst class is: 18. (6) Product: [CH:1]1([N:4]([S:19]([C:22]2[CH:27]=[CH:26][CH:25]=[C:24]([C:28]([F:31])([F:29])[F:30])[CH:23]=2)(=[O:20])=[O:21])[CH:5]2[CH2:10][CH2:9][CH2:8][N:7]([CH2:11][C:12]([NH:14][C:15]3[CH:41]=[CH:42][C:46]([F:47])=[CH:17][CH:16]=3)=[O:13])[CH2:6]2)[CH2:2][CH2:3]1. The catalyst class is: 3. Reactant: [CH:1]1([N:4]([S:19]([C:22]2[CH:27]=[CH:26][CH:25]=[C:24]([C:28]([F:31])([F:30])[F:29])[CH:23]=2)(=[O:21])=[O:20])[CH:5]2[CH2:10][CH2:9][CH2:8][N:7]([CH2:11][C:12]([NH:14][CH2:15][CH:16](C)[CH3:17])=[O:13])[CH2:6]2)[CH2:3][CH2:2]1.Cl.C1(N(C2CCCNC2)S(C2C=CC=[C:42]([C:46](F)(F)[F:47])[CH:41]=2)(=O)=O)CC1.C([O-])([O-])=O.[K+].[K+]. (7) Reactant: [CH2:1]([NH:8][CH2:9][CH2:10][OH:11])[C:2]1[CH:7]=[CH:6][CH:5]=[CH:4][CH:3]=1.[Cl:12][C:13]1[S:37][C:16]2[NH:17][C:18]([C:20]([NH:22][C@@H:23]3[CH2:31][C:30]4[C:25](=[CH:26][CH:27]=[CH:28][CH:29]=4)[C@H:24]3[NH:32][C:33](=[O:36])[CH2:34]Cl)=[O:21])=[CH:19][C:15]=2[CH:14]=1.CCN(CC)CC. Product: [Cl:12][C:13]1[S:37][C:16]2[NH:17][C:18]([C:20]([NH:22][C@@H:23]3[CH2:31][C:30]4[C:25](=[CH:26][CH:27]=[CH:28][CH:29]=4)[C@H:24]3[NH:32][C:33](=[O:36])[CH2:34][N:8]([CH2:9][CH2:10][OH:11])[CH2:1][C:2]3[CH:7]=[CH:6][CH:5]=[CH:4][CH:3]=3)=[O:21])=[CH:19][C:15]=2[CH:14]=1. The catalyst class is: 1. (8) Reactant: N(C(OC(C)C)=O)=NC(OC(C)C)=O.[Cl:15][C:16]1[C:17]([OH:25])=[CH:18][C:19]([OH:24])=[C:20]([CH:23]=1)[CH:21]=[O:22].C1(P(C2C=CC=CC=2)C2C=CC=CC=2)C=CC=CC=1.[O:45]1[CH2:50][CH2:49][O:48][C:47]2[CH:51]=[C:52]([C:55]3[C:56]([CH3:63])=[C:57]([CH2:61]O)[CH:58]=[CH:59][CH:60]=3)[CH:53]=[CH:54][C:46]1=2. Product: [Cl:15][C:16]1[C:17]([O:25][CH2:61][C:57]2[CH:58]=[CH:59][CH:60]=[C:55]([C:52]3[CH:53]=[CH:54][C:46]4[O:45][CH2:50][CH2:49][O:48][C:47]=4[CH:51]=3)[C:56]=2[CH3:63])=[CH:18][C:19]([OH:24])=[C:20]([CH:23]=1)[CH:21]=[O:22]. The catalyst class is: 7.